Dataset: Forward reaction prediction with 1.9M reactions from USPTO patents (1976-2016). Task: Predict the product of the given reaction. (1) Given the reactants Br[C:2]1[N:3]=[C:4]2[CH:10]=[CH:9][N:8]([S:11]([C:14]3[CH:20]=[CH:19][C:17]([CH3:18])=[CH:16][CH:15]=3)(=[O:13])=[O:12])[C:5]2=[N:6][CH:7]=1.[CH3:21][OH:22].[C]=O.CN([CH:28]=[O:29])C, predict the reaction product. The product is: [S:11]([N:8]1[C:5]2=[N:6][CH:7]=[C:2]([C:21]([O:29][CH3:28])=[O:22])[N:3]=[C:4]2[CH:10]=[CH:9]1)([C:14]1[CH:20]=[CH:19][C:17]([CH3:18])=[CH:16][CH:15]=1)(=[O:13])=[O:12]. (2) Given the reactants [C:1](OC(=NC(C)C)NC(C)C)(C)(C)[CH3:2].[N].[NH:16]1[C:24]2[C:19](=[CH:20][CH:21]=[CH:22][CH:23]=2)[CH:18]=[CH:17]1.CC(OC(OC(OC(C)(C)C)=O)=O)(C)C, predict the reaction product. The product is: [CH3:1][CH2:2][CH2:17][CH2:18][CH2:19][CH2:20][CH2:21][CH2:22][CH2:23][CH2:24][NH2:16].